Predict the reaction yield, written as a fraction of the theoretical maximum amount of product (1.0 means a 100% yield; for example, 0.34 means a 34% yield). From a dataset of Reaction yield outcomes from USPTO patents with 853,638 reactions. The reactants are [CH3:1][O:2][C:3]1[CH:4]=[C:5]2[C:9](=[C:10]([CH3:12])[CH:11]=1)[NH:8][CH:7]=[C:6]2[CH:13]1[CH2:18][CH2:17][N:16]([CH3:19])[CH2:15][CH2:14]1.I[CH2:21][CH2:22][CH3:23].[H-].[K+].C1OCCOCCOCCOCCOCCOC1. The catalyst is C1COCC1. The product is [CH2:21]([N:8]1[C:9]2[C:5](=[CH:4][C:3]([O:2][CH3:1])=[CH:11][C:10]=2[CH3:12])[C:6]([CH:13]2[CH2:14][CH2:15][N:16]([CH3:19])[CH2:17][CH2:18]2)=[CH:7]1)[CH2:22][CH3:23]. The yield is 0.720.